From a dataset of Forward reaction prediction with 1.9M reactions from USPTO patents (1976-2016). Predict the product of the given reaction. Given the reactants Br[CH2:2][C:3]1[N:8]([C:9]2[CH:14]=[CH:13][CH:12]=[C:11]([C:15]([F:18])([F:17])[F:16])[CH:10]=2)[C:7](=[O:19])[C:6]([C:20]([OH:22])=[O:21])=[CH:5][CH:4]=1.[CH3:23][O-:24].[Na+], predict the reaction product. The product is: [CH3:23][O:24][CH2:2][C:3]1[N:8]([C:9]2[CH:14]=[CH:13][CH:12]=[C:11]([C:15]([F:18])([F:17])[F:16])[CH:10]=2)[C:7](=[O:19])[C:6]([C:20]([OH:22])=[O:21])=[CH:5][CH:4]=1.